This data is from Full USPTO retrosynthesis dataset with 1.9M reactions from patents (1976-2016). The task is: Predict the reactants needed to synthesize the given product. (1) Given the product [F:1][CH:2]([F:36])[CH2:3][NH:4][C:21]1[CH:22]=[N:23][CH:24]=[CH:25][C:26]=1[C:27]1[CH:32]=[CH:31][CH:30]=[CH:29][C:28]=1[F:37], predict the reactants needed to synthesize it. The reactants are: [F:1][CH:2]([F:36])[CH2:3][N:4]([C:21]1[CH:22]=[N:23][CH:24]=[CH:25][C:26]=1[C:27]1[CH:32]=[CH:31][C:30](F)=[CH:29][C:28]=1OC)C(=O)C1C=C(C(F)(F)F)N=C(C(F)(F)F)C=1.[F:37]C1C=CC=CC=1B(O)O. (2) Given the product [Cl:1][C:2]1[CH:7]=[C:6]([C:8]([O:10][CH3:11])=[O:9])[CH:5]=[CH:4][C:3]=1[C:12]1[CH:17]=[C:16]([I:21])[C:15]([O:18][CH3:19])=[CH:14][C:13]=1[F:20], predict the reactants needed to synthesize it. The reactants are: [Cl:1][C:2]1[CH:7]=[C:6]([C:8]([O:10][CH3:11])=[O:9])[CH:5]=[CH:4][C:3]=1[C:12]1[CH:17]=[CH:16][C:15]([O:18][CH3:19])=[CH:14][C:13]=1[F:20].[I-:21].OS([O-])=O.[Na+].